Dataset: Full USPTO retrosynthesis dataset with 1.9M reactions from patents (1976-2016). Task: Predict the reactants needed to synthesize the given product. (1) Given the product [C:1]1([S:7]([N:10]([CH2:20][C:21]2[CH:26]=[CH:25][CH:24]=[CH:23][CH:22]=2)[C:11]2[CH:12]=[C:13]([CH:17]=[CH:18][CH:19]=2)[C:14]([NH:27][C:28]2[CH:36]=[C:35]3[C:31]([CH:32]=[N:33][NH:34]3)=[CH:30][CH:29]=2)=[O:16])(=[O:8])=[O:9])[CH:6]=[CH:5][CH:4]=[CH:3][CH:2]=1, predict the reactants needed to synthesize it. The reactants are: [C:1]1([S:7]([N:10]([CH2:20][C:21]2[CH:26]=[CH:25][CH:24]=[CH:23][CH:22]=2)[C:11]2[CH:12]=[C:13]([CH:17]=[CH:18][CH:19]=2)[C:14]([OH:16])=O)(=[O:9])=[O:8])[CH:6]=[CH:5][CH:4]=[CH:3][CH:2]=1.[NH2:27][C:28]1[CH:36]=[C:35]2[C:31]([CH:32]=[N:33][NH:34]2)=[CH:30][CH:29]=1.Cl.CN(C)CCCN=C=NCC.SC1SC2C=CC=CC=2N=1.C(N(CC)CC)C. (2) Given the product [CH3:1][O:2][C:3]1[N:8]=[CH:7][C:6]([CH:9]([NH:13][C:14]2[CH:19]=[CH:18][CH:17]=[CH:16][CH:15]=2)[C:10]([O:12][C@@H:22]2[CH:23]3[CH2:26][CH2:27][N:20]([CH2:25][CH2:24]3)[CH2:21]2)=[O:11])=[CH:5][CH:4]=1, predict the reactants needed to synthesize it. The reactants are: [CH3:1][O:2][C:3]1[N:8]=[CH:7][C:6]([CH:9]([NH:13][C:14]2[CH:19]=[CH:18][CH:17]=[CH:16][CH:15]=2)[C:10]([OH:12])=[O:11])=[CH:5][CH:4]=1.[N:20]12[CH2:27][CH2:26][CH:23]([CH2:24][CH2:25]1)[C@@H:22](O)[CH2:21]2.C1C=CC2N(O)N=NC=2C=1.C1CCC(N=C=NC2CCCCC2)CC1. (3) Given the product [O:1]=[S:2]1(=[O:22])[C:6]2[CH:7]=[CH:8][CH:9]=[CH:10][C:5]=2[S:4](=[O:12])(=[O:11])[N:3]1[C:13]1[CH:21]=[CH:20][C:16]([C:17]([Cl:26])=[O:18])=[CH:15][CH:14]=1, predict the reactants needed to synthesize it. The reactants are: [O:1]=[S:2]1(=[O:22])[C:6]2[CH:7]=[CH:8][CH:9]=[CH:10][C:5]=2[S:4](=[O:12])(=[O:11])[N:3]1[C:13]1[CH:21]=[CH:20][C:16]([C:17](O)=[O:18])=[CH:15][CH:14]=1.C(Cl)(=O)C([Cl:26])=O.CN(C=O)C. (4) Given the product [CH2:16]([N:8]([CH2:1][C:2]1[CH:3]=[CH:4][CH:5]=[CH:6][CH:7]=1)[CH2:9][CH2:10][N:11]1[C:15]([C:37](=[O:39])[CH3:38])=[CH:14][N:13]=[N:12]1)[C:17]1[CH:22]=[CH:21][CH:20]=[CH:19][CH:18]=1, predict the reactants needed to synthesize it. The reactants are: [CH2:1]([N:8]([CH2:16][C:17]1[CH:22]=[CH:21][CH:20]=[CH:19][CH:18]=1)[CH2:9][CH2:10][N:11]1[CH:15]=[CH:14][N:13]=[N:12]1)[C:2]1[CH:7]=[CH:6][CH:5]=[CH:4][CH:3]=1.[Li]CCCC.CCCCCC.CON(C)[C:37](=[O:39])[CH3:38]. (5) Given the product [F:25][C:19]1[CH:20]=[C:21]([I:24])[CH:22]=[CH:23][C:18]=1[NH:17][C:11]1[N:12]([CH3:16])[C:13](=[O:15])[CH:14]=[C:9]([O:8][C:4]2[CH:5]=[N:6][CH:7]=[C:2]([CH3:1])[CH:3]=2)[C:10]=1[C:26]([NH2:28])=[O:27], predict the reactants needed to synthesize it. The reactants are: [CH3:1][C:2]1[CH:3]=[C:4]([O:8][C:9]2[C:10]([C:26]([NH:28]CC3C=CC(OC)=CC=3)=[O:27])=[C:11]([NH:17][C:18]3[CH:23]=[CH:22][C:21]([I:24])=[CH:20][C:19]=3[F:25])[N:12]([CH3:16])[C:13](=[O:15])[CH:14]=2)[CH:5]=[N:6][CH:7]=1.[Cl-].[Al+3].[Cl-].[Cl-].C(OCC)(=O)C.O. (6) Given the product [Br:15][CH2:16][CH2:17][N:6]([N:4]1[CH:3]=[N:2][N:1]=[CH:5]1)[C:7]1[CH:8]=[CH:9][C:10]([C:11]#[N:12])=[CH:13][CH:14]=1, predict the reactants needed to synthesize it. The reactants are: [N:1]1[N:2]=[CH:3][N:4]([NH:6][C:7]2[CH:14]=[CH:13][C:10]([C:11]#[N:12])=[CH:9][CH:8]=2)[CH:5]=1.[Br:15][CH2:16][CH2:17]Br.C(OCC)(=O)C. (7) Given the product [CH3:1][O:2][C:3]1[CH:4]=[C:5]([CH:9]2[CH2:10][CH:13]2[C:14]([O:16][CH2:17][CH3:18])=[O:15])[CH:6]=[CH:7][CH:8]=1, predict the reactants needed to synthesize it. The reactants are: [CH3:1][O:2][C:3]1[CH:8]=[CH:7][CH:6]=[C:5]([CH:9]=[CH2:10])[CH:4]=1.[N+](=[CH:13][C:14]([O:16][CH2:17][CH3:18])=[O:15])=[N-]. (8) Given the product [CH2:1]([O:8][C:9]1[N:10]=[C:11]([CH:18]=[O:22])[CH:12]=[CH:13][C:14]=1[N+:15]([O-:17])=[O:16])[C:2]1[CH:7]=[CH:6][CH:5]=[CH:4][CH:3]=1, predict the reactants needed to synthesize it. The reactants are: [CH2:1]([O:8][C:9]1[C:14]([N+:15]([O-:17])=[O:16])=[CH:13][CH:12]=[C:11]([CH:18]=C)[N:10]=1)[C:2]1[CH:7]=[CH:6][CH:5]=[CH:4][CH:3]=1.CC[O:22]C(C)=O. (9) Given the product [CH2:1]([O:3][C:4]([C:6]1[NH:10][C:9]2[CH:11]=[C:12]([C:20]3[CH:21]=[CH:22][C:17]([N+:14]([O-:16])=[O:15])=[CH:18][CH:19]=3)[S:13][C:8]=2[CH:7]=1)=[O:5])[CH3:2], predict the reactants needed to synthesize it. The reactants are: [CH2:1]([O:3][C:4]([C:6]1[NH:10][C:9]2[CH:11]=[CH:12][S:13][C:8]=2[CH:7]=1)=[O:5])[CH3:2].[N+:14]([C:17]1[CH:22]=[CH:21][C:20](O)=[C:19](I)[CH:18]=1)([O-:16])=[O:15].C([O-])(=O)C.[Na+].Cl.